The task is: Predict the reactants needed to synthesize the given product.. This data is from Full USPTO retrosynthesis dataset with 1.9M reactions from patents (1976-2016). (1) Given the product [F:92][C:86]1[C:87]([F:91])=[CH:88][CH:89]=[CH:90][C:85]=1[CH2:84][S:83][C:55]1[N:54]=[C:53]([NH:11][S:8]([N:5]2[CH2:6][CH2:7][N:2]([CH3:1])[CH2:3][CH2:4]2)(=[O:10])=[O:9])[CH:58]=[C:57]([O:59][C@H:60]([CH3:82])[CH2:61][O:62][C:63]([C:76]2[CH:77]=[CH:78][CH:79]=[CH:80][CH:81]=2)([C:64]2[CH:69]=[CH:68][CH:67]=[CH:66][CH:65]=2)[C:70]2[CH:75]=[CH:74][CH:73]=[CH:72][CH:71]=2)[N:56]=1, predict the reactants needed to synthesize it. The reactants are: [CH3:1][N:2]1[CH2:7][CH2:6][N:5]([S:8]([NH2:11])(=[O:10])=[O:9])[CH2:4][CH2:3]1.C1(P(C2CCCCC2)C2C=CC=CC=2C2C(C(C)C)=CC(C(C)C)=CC=2C(C)C)CCCCC1.C(=O)([O-])[O-].[Cs+].[Cs+].Cl[C:53]1[CH:58]=[C:57]([O:59][C@H:60]([CH3:82])[CH2:61][O:62][C:63]([C:76]2[CH:81]=[CH:80][CH:79]=[CH:78][CH:77]=2)([C:70]2[CH:75]=[CH:74][CH:73]=[CH:72][CH:71]=2)[C:64]2[CH:69]=[CH:68][CH:67]=[CH:66][CH:65]=2)[N:56]=[C:55]([S:83][CH2:84][C:85]2[CH:90]=[CH:89][CH:88]=[C:87]([F:91])[C:86]=2[F:92])[N:54]=1.FC1C(F)=CC=CC=1CSC1N=C(NS(C2C=CN=CC=2)(=O)=O)C=C(O[C@H](C)CO)N=1. (2) The reactants are: [CH3:1][O:2][C:3]1[CH:4]=[C:5]([CH2:20][C:21]([N:23]2[CH2:27][CH2:26][CH2:25][CH:24]2[CH2:28][NH:29][C@@H:30]2[CH2:35][CH2:34][C@H:33]([C:36]([O:38][CH3:39])=[O:37])[CH2:32][CH2:31]2)=[O:22])[CH:6]=[CH:7][C:8]=1[NH:9][C:10]([NH:12][C:13]1[CH:18]=[CH:17][CH:16]=[CH:15][C:14]=1[CH3:19])=[O:11].C=O.[CH3:42]C(O)=O.[BH3-]C#N.[Na+]. Given the product [CH3:1][O:2][C:3]1[CH:4]=[C:5]([CH2:20][C:21]([N:23]2[CH2:27][CH2:26][CH2:25][CH:24]2[CH2:28][N:29]([CH:30]2[CH2:35][CH2:34][CH:33]([C:36]([O:38][CH3:39])=[O:37])[CH2:32][CH2:31]2)[CH3:42])=[O:22])[CH:6]=[CH:7][C:8]=1[NH:9][C:10]([NH:12][C:13]1[CH:18]=[CH:17][CH:16]=[CH:15][C:14]=1[CH3:19])=[O:11], predict the reactants needed to synthesize it. (3) Given the product [CH3:1][N:2]1[CH2:7][CH2:6][N:5]([C:8]2[N:13]3[C:14]([CH:30]=[O:31])=[C:15]([CH2:17][N:18]([CH3:29])[C@@H:19]4[C:28]5[N:27]=[CH:26][CH:25]=[CH:24][C:23]=5[CH2:22][CH2:21][CH2:20]4)[N:16]=[C:12]3[CH:11]=[CH:10][CH:9]=2)[CH2:4][CH2:3]1, predict the reactants needed to synthesize it. The reactants are: [CH3:1][N:2]1[CH2:7][CH2:6][N:5]([C:8]2[N:13]3[C:14]([CH2:30][OH:31])=[C:15]([CH2:17][N:18]([CH3:29])[C@@H:19]4[C:28]5[N:27]=[CH:26][CH:25]=[CH:24][C:23]=5[CH2:22][CH2:21][CH2:20]4)[N:16]=[C:12]3[CH:11]=[CH:10][CH:9]=2)[CH2:4][CH2:3]1. (4) Given the product [CH3:31][O:30][CH:29]([C:3]1[C:4]2[C:5](=[N:6][CH:7]=[CH:8][CH:9]=2)[NH:1][CH:2]=1)[C:27]1[CH:26]=[CH:25][C:23]2[N:24]=[C:20]([NH:19][C@@H:14]3[CH2:15][CH2:16][CH2:17][CH2:18][C@H:13]3[OH:12])[S:21][C:22]=2[CH:28]=1, predict the reactants needed to synthesize it. The reactants are: [NH:1]1[C:5]2=[N:6][CH:7]=[CH:8][CH:9]=[C:4]2[CH:3]=[CH:2]1.[OH-].[K+].[OH:12][C@@H:13]1[CH2:18][CH2:17][CH2:16][CH2:15][C@H:14]1[NH:19][C:20]1[S:21][C:22]2[CH:28]=[C:27]([CH:29]=[O:30])[CH:26]=[CH:25][C:23]=2[N:24]=1.[CH3:31]O. (5) The reactants are: [Br:1][C:2]1[CH:7]=[C:6]([C:8]([O:10][CH3:11])=[O:9])[N:5]=[C:4]([C:12]([O:14]C)=[O:13])[CH:3]=1.[OH-].[K+].CO.ClCCl. Given the product [Br:1][C:2]1[CH:3]=[C:4]([C:12]([OH:14])=[O:13])[N:5]=[C:6]([C:8]([O:10][CH3:11])=[O:9])[CH:7]=1, predict the reactants needed to synthesize it. (6) Given the product [CH2:1]([O:8][C:9]1[CH:10]=[C:11]2[C:16](=[CH:17][CH:18]=1)[C:15](=[O:19])[N:14]([CH2:20][CH:21]([CH3:23])[CH3:22])[C:13]([C:24]([OH:26])=[O:25])=[C:12]2[C:28]1[CH:33]=[CH:32][C:31]([Cl:34])=[CH:30][CH:29]=1)[C:2]1[CH:3]=[CH:4][CH:5]=[CH:6][CH:7]=1, predict the reactants needed to synthesize it. The reactants are: [CH2:1]([O:8][C:9]1[CH:10]=[C:11]2[C:16](=[CH:17][CH:18]=1)[C:15](=[O:19])[N:14]([CH2:20][CH:21]([CH3:23])[CH3:22])[C:13]([C:24]([O:26]C)=[O:25])=[C:12]2[C:28]1[CH:33]=[CH:32][C:31]([Cl:34])=[CH:30][CH:29]=1)[C:2]1[CH:7]=[CH:6][CH:5]=[CH:4][CH:3]=1.O.[OH-].[Li+].O.Cl.